This data is from Forward reaction prediction with 1.9M reactions from USPTO patents (1976-2016). The task is: Predict the product of the given reaction. (1) Given the reactants [N:1]1[C:10]2[C:5](=[CH:6][CH:7]=[CH:8][CH:9]=2)[CH:4]=[CH:3][C:2]=1[C:11]([OH:13])=O.S(Cl)(Cl)=O.[NH2:18][C:19]1[CH:28]=[C:27]([C:29]2[C:38]3[C:33](=[CH:34][C:35]([O:44][CH2:45][CH3:46])=[C:36]4[O:41][C:40]([CH3:43])([CH3:42])[CH2:39][C:37]4=3)[CH2:32][C:31]([CH3:48])([CH3:47])[N:30]=2)[CH:26]=[CH:25][C:20]=1[C:21]([O:23][CH3:24])=[O:22], predict the reaction product. The product is: [CH2:45]([O:44][C:35]1[CH:34]=[C:33]2[C:38](=[C:37]3[CH2:39][C:40]([CH3:43])([CH3:42])[O:41][C:36]=13)[C:29]([C:27]1[CH:26]=[CH:25][C:20]([C:21]([O:23][CH3:24])=[O:22])=[C:19]([NH:18][C:11]([C:2]3[CH:3]=[CH:4][C:5]4[C:10](=[CH:9][CH:8]=[CH:7][CH:6]=4)[N:1]=3)=[O:13])[CH:28]=1)=[N:30][C:31]([CH3:47])([CH3:48])[CH2:32]2)[CH3:46]. (2) Given the reactants C([O-])([O-])=[O:2].[K+].[K+].CC[C@H]1[C@H:45]2[CH2:44][C@H:43]([C@H:42](OC3C4C(=CC=CC=4)C(O[C@H:42]([C:53]4[CH:62]=CN=[C:59]5[C:54]=4[CH:55]=[C:56](OC)[CH:57]=[CH:58]5)[C@@H:43]4N5C[C@H:50]([CH2:51]C)[C@@H:45](CC5)[CH2:44]4)=NN=3)[C:53]3[CH:62]=CN=[C:55]4[C:54]=3[CH:59]=[C:58](OC)[CH:57]=[CH:56]4)N([CH2:51][CH2:50]2)C1.C1(C(C2C=CC=CC=2)=C)CCCCC1.CC(O)(C)C.[OH2:84], predict the reaction product. The product is: [CH:42]1([C@@:53]([C:54]2[CH:59]=[CH:58][CH:57]=[CH:56][CH:55]=2)([OH:2])[CH2:62][OH:84])[CH2:51][CH2:50][CH2:45][CH2:44][CH2:43]1. (3) Given the reactants [CH3:1][C:2]1[CH:11]=[CH:10][C:9]([N:12]2[CH2:17][CH2:16][N:15]([CH3:18])[CH2:14][CH2:13]2)=[C:8]2[C:3]=1[CH2:4][CH2:5][C@@H:6]([NH2:19])[CH2:7]2.[Cl:20][C:21]1[C:26]([Cl:27])=[CH:25][CH:24]=[CH:23][C:22]=1[S:28](Cl)(=[O:30])=[O:29].CCN(C(C)C)C(C)C.C(O)C(N)(CO)CO, predict the reaction product. The product is: [Cl:20][C:21]1[C:26]([Cl:27])=[CH:25][CH:24]=[CH:23][C:22]=1[S:28]([NH:19][C@@H:6]1[CH2:5][CH2:4][C:3]2[C:8](=[C:9]([N:12]3[CH2:13][CH2:14][N:15]([CH3:18])[CH2:16][CH2:17]3)[CH:10]=[CH:11][C:2]=2[CH3:1])[CH2:7]1)(=[O:30])=[O:29]. (4) The product is: [C:25](=[O:37])([O:26][CH2:27][CH2:28][N:29]([C:31]([N:7]1[C:6]2[CH:23]=[CH:24][C:3]([O:2][CH3:1])=[CH:4][C:5]=2[N:9]=[C:8]1[S@:10]([CH2:12][C:13]1[C:18]([CH3:19])=[C:17]([O:20][CH3:21])[C:16]([CH3:22])=[CH:15][N:14]=1)=[O:11])=[O:32])[CH3:30])[O:34][CH2:35][CH3:36]. Given the reactants [CH3:1][O:2][C:3]1[CH:24]=[CH:23][C:6]2[NH:7][C:8]([S@:10]([CH2:12][C:13]3[C:18]([CH3:19])=[C:17]([O:20][CH3:21])[C:16]([CH3:22])=[CH:15][N:14]=3)=[O:11])=[N:9][C:5]=2[CH:4]=1.[C:25](=[O:37])([O:34][CH2:35][CH3:36])[O:26][CH2:27][CH2:28][N:29]([C:31](Cl)=[O:32])[CH3:30].C(N(CC)CC)C, predict the reaction product.